The task is: Predict the reactants needed to synthesize the given product.. This data is from Full USPTO retrosynthesis dataset with 1.9M reactions from patents (1976-2016). (1) Given the product [NH2:4][C@@H:9]1[CH2:14][CH2:13][CH2:12][C@H:11]([C:15]([OH:17])=[O:16])[CH2:10]1, predict the reactants needed to synthesize it. The reactants are: N=[N+]=[N-].[N-:4]=[N+]=[N-].[Na+].O.[C@H:9]1(C(O)=O)[CH2:14][CH2:13][CH2:12][C@@H:11]([C:15]([OH:17])=[O:16])[CH2:10]1. (2) Given the product [CH2:1]([O:3][C:4](=[O:30])[CH2:5][C:6]1[CH:7]=[C:8]([C:14]2[CH:19]=[CH:18][C:17]([C:20]3[CH:21]=[N:22][N:23]([CH3:25])[CH:24]=3)=[CH:16][C:15]=2[CH2:26][N:27]([CH2:28][CH3:29])[C:39]([NH:38][CH2:31][C:32]2[CH:37]=[CH:36][CH:35]=[CH:34][CH:33]=2)=[O:40])[C:9]([O:12][CH3:13])=[CH:10][CH:11]=1)[CH3:2], predict the reactants needed to synthesize it. The reactants are: [CH2:1]([O:3][C:4](=[O:30])[CH2:5][C:6]1[CH:7]=[C:8]([C:14]2[CH:19]=[CH:18][C:17]([C:20]3[CH:21]=[N:22][N:23]([CH3:25])[CH:24]=3)=[CH:16][C:15]=2[CH2:26][NH:27][CH2:28][CH3:29])[C:9]([O:12][CH3:13])=[CH:10][CH:11]=1)[CH3:2].[CH2:31]([N:38]=[C:39]=[O:40])[C:32]1[CH:37]=[CH:36][CH:35]=[CH:34][CH:33]=1.